Predict the reaction yield, written as a fraction of the theoretical maximum amount of product (1.0 means a 100% yield; for example, 0.34 means a 34% yield). From a dataset of Reaction yield outcomes from USPTO patents with 853,638 reactions. The reactants are C([O:8][C:9]1[CH:18]=[C:17]2[C:12]([C:13]([O:19][C:20]3[CH:25]=[CH:24][CH:23]=[CH:22][CH:21]=3)=[N:14][CH:15]=[N:16]2)=[CH:11][C:10]=1[O:26][CH3:27])C1C=CC=CC=1. The catalyst is C(O)(C(F)(F)F)=O. The product is [OH:8][C:9]1[CH:18]=[C:17]2[C:12]([C:13]([O:19][C:20]3[CH:25]=[CH:24][CH:23]=[CH:22][CH:21]=3)=[N:14][CH:15]=[N:16]2)=[CH:11][C:10]=1[O:26][CH3:27]. The yield is 0.960.